From a dataset of Full USPTO retrosynthesis dataset with 1.9M reactions from patents (1976-2016). Predict the reactants needed to synthesize the given product. Given the product [Br:34][C:11]1[S:10][C:9]([C:7]([NH:6][CH2:5][C:4]2[CH:15]=[CH:16][CH:17]=[C:2]([F:1])[CH:3]=2)=[O:8])=[C:13]([CH3:14])[CH:12]=1, predict the reactants needed to synthesize it. The reactants are: [F:1][C:2]1[CH:3]=[C:4]([CH:15]=[CH:16][CH:17]=1)[CH2:5][NH:6][C:7]([C:9]1[S:10][CH:11]=[CH:12][C:13]=1[CH3:14])=[O:8].C(NC(C1OC=CC=1C)=O)C1C=CC=CC=1.[Br:34]N1C(=O)CCC1=O.